Dataset: Full USPTO retrosynthesis dataset with 1.9M reactions from patents (1976-2016). Task: Predict the reactants needed to synthesize the given product. (1) The reactants are: [OH:1][CH2:2][CH2:3][C@@H:4]1[CH2:15][CH2:14][C:13]2[S:12][C:11]3[C:6](=[C:7]([O:16][CH:17]4[CH2:22][CH2:21][CH:20]([NH:23][C:24](=O)OC(C)(C)C)[CH2:19][CH2:18]4)[N:8]=[CH:9][N:10]=3)[C:5]1=2.C=O.[CH:33](O)=O. Given the product [CH3:33][N:23]([CH3:24])[CH:20]1[CH2:19][CH2:18][CH:17]([O:16][C:7]2[N:8]=[CH:9][N:10]=[C:11]3[C:6]=2[C:5]2[C@H:4]([CH2:3][CH2:2][OH:1])[CH2:15][CH2:14][C:13]=2[S:12]3)[CH2:22][CH2:21]1, predict the reactants needed to synthesize it. (2) Given the product [N:22]1[C:23]2[C:28](=[CH:27][CH:26]=[CH:25][CH:24]=2)[CH:29]=[C:20]([CH2:19][N:16]2[CH2:15][CH2:14][N:13]([C:11]([NH:10][C:5]3[CH:6]=[CH:7][CH:8]=[CH:9][C:4]=3[C:3]([OH:30])=[O:2])=[O:12])[CH2:18][CH2:17]2)[CH:21]=1, predict the reactants needed to synthesize it. The reactants are: C[O:2][C:3](=[O:30])[C:4]1[CH:9]=[CH:8][CH:7]=[CH:6][C:5]=1[NH:10][C:11]([N:13]1[CH2:18][CH2:17][N:16]([CH2:19][C:20]2[CH:21]=[N:22][C:23]3[C:28]([CH:29]=2)=[CH:27][CH:26]=[CH:25][CH:24]=3)[CH2:15][CH2:14]1)=[O:12]. (3) The reactants are: [CH3:1][NH:2][NH2:3].[F:4][C:5]1[CH:10]=[CH:9][C:8]([CH2:11][C:12](Cl)=[O:13])=[CH:7][CH:6]=1. Given the product [CH3:1][N:2]([C:12](=[O:13])[CH2:11][C:8]1[CH:9]=[CH:10][C:5]([F:4])=[CH:6][CH:7]=1)[NH2:3], predict the reactants needed to synthesize it.